From a dataset of Reaction yield outcomes from USPTO patents with 853,638 reactions. Predict the reaction yield, written as a fraction of the theoretical maximum amount of product (1.0 means a 100% yield; for example, 0.34 means a 34% yield). (1) The reactants are [H-].[Na+].C(OP([CH:11]([CH3:17])[C:12]([O:14][CH2:15][CH3:16])=[O:13])(OCC)=O)C.[N:18]1[CH:23]=[CH:22][CH:21]=[CH:20][C:19]=1[CH:24]=O.O. The catalyst is O1CCCC1. The product is [CH3:17][C:11](=[CH:24][C:19]1[CH:20]=[CH:21][CH:22]=[CH:23][N:18]=1)[C:12]([O:14][CH2:15][CH3:16])=[O:13]. The yield is 0.870. (2) The reactants are [NH2:1][CH:2]1[CH2:7][CH2:6][CH:5]([NH:8][C:9]2[CH:16]=[C:15]([N:17]3[C:25]4[CH2:24][C:23]([CH3:27])([CH3:26])[CH2:22][C:21](=[O:28])[C:20]=4[C:19]([C:29]([F:32])([F:31])[F:30])=[N:18]3)[CH:14]=[CH:13][C:10]=2[C:11]#[N:12])[CH2:4][CH2:3]1.Br[CH2:34][CH:35]1[CH2:37][CH2:36]1.CCN(C(C)C)C(C)C.[NH4+].[Cl-]. The catalyst is CN(C=O)C. The product is [CH:35]1([CH2:34][NH:1][CH:2]2[CH2:3][CH2:4][CH:5]([NH:8][C:9]3[CH:16]=[C:15]([N:17]4[C:25]5[CH2:24][C:23]([CH3:27])([CH3:26])[CH2:22][C:21](=[O:28])[C:20]=5[C:19]([C:29]([F:31])([F:32])[F:30])=[N:18]4)[CH:14]=[CH:13][C:10]=3[C:11]#[N:12])[CH2:6][CH2:7]2)[CH2:37][CH2:36]1. The yield is 0.776. (3) The reactants are [CH3:1][N:2]1[C:6]([CH3:7])=[C:5]([OH:8])[C:4]([CH3:9])=[N:3]1.CN(C=O)C.O1CCOCC1.[H-].[Na+].[Br:23][C:24]1[CH:25]=[C:26]([N+]([O-])=O)[C:27]([C:30]#[N:31])=[N:28][CH:29]=1. The catalyst is O. The product is [Br:23][C:24]1[CH:25]=[C:26]([O:8][C:5]2[C:4]([CH3:9])=[N:3][N:2]([CH3:1])[C:6]=2[CH3:7])[C:27]([C:30]#[N:31])=[N:28][CH:29]=1. The yield is 0.977. (4) The reactants are Br[C:2]1[CH:3]=[C:4]([CH:7]=[CH:8][C:9]=1[Cl:10])[CH:5]=[O:6].[CH3:11][C:12]1[C:13](B(O)O)=[CH:14][C:15]2[C:16](C)([CH3:24])[CH2:17][CH2:18][C:19]([CH3:23])([CH3:22])[C:20]=2[CH:21]=1.[CH2:29](O)C.C(=O)([O-])[O-].[K+].[K+]. The catalyst is C1(C)C=CC=CC=1.C(OCC)(=O)C.C1C=CC([P]([Pd]([P](C2C=CC=CC=2)(C2C=CC=CC=2)C2C=CC=CC=2)([P](C2C=CC=CC=2)(C2C=CC=CC=2)C2C=CC=CC=2)[P](C2C=CC=CC=2)(C2C=CC=CC=2)C2C=CC=CC=2)(C2C=CC=CC=2)C2C=CC=CC=2)=CC=1.O. The product is [Cl:10][C:9]1[CH:8]=[CH:7][C:4]([CH:5]=[O:6])=[CH:3][C:2]=1[C:13]1[C:12]([CH3:11])=[CH:21][C:20]2[C:19]([CH3:22])([CH3:23])[CH2:18][CH:17]([CH3:29])[CH:16]([CH3:24])[C:15]=2[CH:14]=1. The yield is 0.770. (5) The reactants are [Cl:1][CH2:2][C@H:3]1[C:11]2[C:10]3[C:12]([CH3:15])=[CH:13][S:14][C:9]=3[C:8]([OH:16])=[CH:7][C:6]=2[NH:5][CH2:4]1.CCN=C=NCCCN(C)C.[NH:28]1[C:36]2[C:31](=[CH:32][CH:33]=[C:34]([C:37]([NH:39][C:40]3[C:48]4[C:43](=[CH:44][C:45]([C:49](O)=[O:50])=[CH:46][CH:47]=4)[NH:42][CH:41]=3)=[O:38])[CH:35]=2)[CH:30]=[CH:29]1. The catalyst is CN(C=O)C. The product is [Cl:1][CH2:2][C@H:3]1[C:11]2[C:6](=[CH:7][C:8]([OH:16])=[C:9]3[S:14][CH:13]=[C:12]([CH3:15])[C:10]3=2)[N:5]([C:49]([C:45]2[CH:44]=[C:43]3[C:48]([C:40]([NH:39][C:37]([C:34]4[CH:35]=[C:36]5[C:31]([CH:30]=[CH:29][NH:28]5)=[CH:32][CH:33]=4)=[O:38])=[CH:41][NH:42]3)=[CH:47][CH:46]=2)=[O:50])[CH2:4]1. The yield is 0.600.